Dataset: Forward reaction prediction with 1.9M reactions from USPTO patents (1976-2016). Task: Predict the product of the given reaction. (1) Given the reactants [CH:1]1[C:2]([CH2:10][C@@H:11]([NH2:28])[CH2:12][C:13]([N:15]2[CH2:27][C:19]3=[N:20][N:21]=[C:22]([C:23]([F:26])([F:25])[F:24])[N:18]3[CH2:17][CH2:16]2)=[O:14])=[C:3]([F:9])[CH:4]=[C:5]([F:8])[C:6]=1[F:7].C(O)(C)C.[C:33]([OH:38])(=[O:37])[C:34]([OH:36])=[O:35], predict the reaction product. The product is: [CH:1]1[C:2]([CH2:10][C@@H:11]([NH2:28])[CH2:12][C:13]([N:15]2[CH2:27][C:19]3=[N:20][N:21]=[C:22]([C:23]([F:26])([F:25])[F:24])[N:18]3[CH2:17][CH2:16]2)=[O:14])=[C:3]([F:9])[CH:4]=[C:5]([F:8])[C:6]=1[F:7].[C:33]([O-:38])(=[O:37])[C:34]([O-:36])=[O:35]. (2) Given the reactants [CH3:1][O:2][C:3]1[C:4](=[O:24])[C:5]([CH3:23])=[C:6]([CH2:12][C:13]2[CH:14]=[C:15]([CH2:19][C:20]([OH:22])=O)[CH:16]=[CH:17][CH:18]=2)[C:7](=[O:11])[C:8]=1[O:9][CH3:10].[NH:25]1[CH2:30][CH2:29][CH2:28][CH2:27][CH2:26]1, predict the reaction product. The product is: [CH3:1][O:2][C:3]1[C:4](=[O:24])[C:5]([CH3:23])=[C:6]([CH2:12][C:13]2[CH:14]=[C:15]([CH2:19][C:20]([N:25]3[CH2:30][CH2:29][CH2:28][CH2:27][CH2:26]3)=[O:22])[CH:16]=[CH:17][CH:18]=2)[C:7](=[O:11])[C:8]=1[O:9][CH3:10]. (3) Given the reactants C[N:2](C)[CH:3]=[CH:4][C:5]([C:7]1[C:12](=[O:13])[CH:11]=[CH:10][N:9]([C:14]2[CH:19]=[CH:18][C:17]([O:20][CH3:21])=[CH:16][CH:15]=2)[N:8]=1)=O.[C:23]1([NH:29]N)[CH:28]=[CH:27][CH:26]=[CH:25][CH:24]=1, predict the reaction product. The product is: [CH3:21][O:20][C:17]1[CH:18]=[CH:19][C:14]([N:9]2[CH:10]=[CH:11][C:12](=[O:13])[C:7]([C:5]3[N:29]([C:23]4[CH:28]=[CH:27][CH:26]=[CH:25][CH:24]=4)[N:2]=[CH:3][CH:4]=3)=[N:8]2)=[CH:15][CH:16]=1. (4) Given the reactants [Cl:1][C:2]1[N:7]=[C:6](N)[C:5]([C:9]2[CH:14]=[CH:13][CH:12]=[CH:11][C:10]=2[O:15]C)=[CH:4][CH:3]=1.S(=O)(=O)(O)O.C(ON=O)(C)(C)C, predict the reaction product. The product is: [Cl:1][C:2]1[N:7]=[C:6]2[O:15][C:10]3[CH:11]=[CH:12][CH:13]=[CH:14][C:9]=3[C:5]2=[CH:4][CH:3]=1. (5) Given the reactants [Cl:1][C:2]1[N:3]=[C:4](Cl)[C:5]2[CH:10]=[CH:9][N:8]([CH2:11][CH2:12][F:13])[C:6]=2[N:7]=1.Cl.[CH3:16][N:17]1[CH:21]=[C:20]([NH2:22])[N:19]=[CH:18]1.CCN(C(C)C)C(C)C, predict the reaction product. The product is: [Cl:1][C:2]1[N:3]=[C:4]([NH:22][C:20]2[N:19]=[CH:18][N:17]([CH3:16])[CH:21]=2)[C:5]2[CH:10]=[CH:9][N:8]([CH2:11][CH2:12][F:13])[C:6]=2[N:7]=1. (6) The product is: [CH3:26][O:27][C:28]([C:30]1[C@@H:31]2[N:45]([CH3:46])[C@H:34]([CH2:35][C:36]=1[C:2]1[CH:20]=[CH:19][C:5]([O:6][CH2:7][CH2:8][O:9][C:10]3[C:15]([Cl:16])=[CH:14][C:13]([CH3:17])=[CH:12][C:11]=3[Cl:18])=[CH:4][CH:3]=1)[CH2:33][CH2:32]2)=[O:29]. Given the reactants Br[C:2]1[CH:20]=[CH:19][C:5]([O:6][CH2:7][CH2:8][O:9][C:10]2[C:15]([Cl:16])=[CH:14][C:13]([CH3:17])=[CH:12][C:11]=2[Cl:18])=[CH:4][CH:3]=1.[Li]CCCC.[CH3:26][O:27][C:28]([C:30]1[C@@H:31]2[N:45]([CH3:46])[C@H:34]([CH2:35][C:36]=1OS(C(F)(F)F)(=O)=O)[CH2:33][CH2:32]2)=[O:29].CCOC(C)=O, predict the reaction product. (7) Given the reactants [NH2:1][NH:2][C:3]([NH2:5])=[S:4].[Cl:6][C:7]1[CH:8]=[C:9]([CH2:14][C:15](Br)=O)[CH:10]=[CH:11][C:12]=1[Cl:13], predict the reaction product. The product is: [Cl:6][C:7]1[CH:8]=[C:9]([C:14]2[N:5]=[C:3]([NH:2][NH2:1])[S:4][CH:15]=2)[CH:10]=[CH:11][C:12]=1[Cl:13]. (8) Given the reactants [CH2:1]([O:3][CH2:4][CH2:5][O:6][C:7]1[CH:12]=[C:11]([CH3:13])[C:10]([C:14]2[CH:19]=[CH:18][CH:17]=[C:16]([CH2:20][NH:21][C:22]3[N:27]=[CH:26][C:25]([CH2:28][CH2:29][C:30]([OH:32])=[O:31])=[CH:24][CH:23]=3)[CH:15]=2)=[C:9]([CH3:33])[CH:8]=1)[CH3:2].[CH3:34][S:35]([OH:38])(=[O:37])=[O:36], predict the reaction product. The product is: [CH3:34][S:35]([OH:38])(=[O:37])=[O:36].[CH2:1]([O:3][CH2:4][CH2:5][O:6][C:7]1[CH:8]=[C:9]([CH3:33])[C:10]([C:14]2[CH:19]=[CH:18][CH:17]=[C:16]([CH2:20][NH:21][C:22]3[N:27]=[CH:26][C:25]([CH2:28][CH2:29][C:30]([OH:32])=[O:31])=[CH:24][CH:23]=3)[CH:15]=2)=[C:11]([CH3:13])[CH:12]=1)[CH3:2]. (9) Given the reactants [N:1]1[CH:6]=[CH:5][C:4]([N:7]2[CH2:12][CH2:11][NH:10][CH2:9][CH2:8]2)=[CH:3][CH:2]=1.[S:13](N)([NH2:16])(=[O:15])=[O:14], predict the reaction product. The product is: [N:1]1[CH:6]=[CH:5][C:4]([N:7]2[CH2:8][CH2:9][N:10]([S:13]([NH2:16])(=[O:15])=[O:14])[CH2:11][CH2:12]2)=[CH:3][CH:2]=1.